This data is from Reaction yield outcomes from USPTO patents with 853,638 reactions. The task is: Predict the reaction yield, written as a fraction of the theoretical maximum amount of product (1.0 means a 100% yield; for example, 0.34 means a 34% yield). (1) The reactants are [C:1]1([C@@H:7]2[CH2:11][O:10][C@@:9]34[CH2:18][CH2:17][CH2:16][C@@H:12]3[CH2:13][C:14](=O)[N:8]24)[CH:6]=[CH:5][CH:4]=[CH:3][CH:2]=1. The catalyst is C1COCC1. The product is [N:8]1([C@H:7]([C:1]2[CH:2]=[CH:3][CH:4]=[CH:5][CH:6]=2)[CH2:11][OH:10])[CH2:14][CH2:13][C@H:12]2[CH2:16][CH2:17][CH2:18][C@@H:9]12. The yield is 0.920. (2) The reactants are [F:1][C:2]1[CH:7]=[CH:6][C:5]([CH:8]2[C:16]3[O:15][C:14](=O)[NH:13][C:12](=[O:18])[C:11]=3[CH2:10][CH2:9]2)=[CH:4][CH:3]=1.[OH-].[NH4+:20]. No catalyst specified. The product is [F:1][C:2]1[CH:7]=[CH:6][C:5]([CH:8]2[C:16]3[NH:20][C:14](=[O:15])[NH:13][C:12](=[O:18])[C:11]=3[CH2:10][CH2:9]2)=[CH:4][CH:3]=1. The yield is 0.347. (3) The reactants are C(N(CC)CC)C.[CH3:8][S:9](Cl)(=[O:11])=[O:10].[CH3:13][O:14][C:15]1[N:20]=[CH:19][C:18]([N:21]2[C:25]([C:26]3[CH:31]=[CH:30][CH:29]=[CH:28][N:27]=3)=[CH:24][C:23]([C:32]([N:34]3[CH2:38][CH2:37][CH2:36][NH:35]3)=[O:33])=[N:22]2)=[CH:17][CH:16]=1.O. The catalyst is ClCCl.C(Cl)(Cl)Cl. The product is [CH3:13][O:14][C:15]1[N:20]=[CH:19][C:18]([N:21]2[C:25]([C:26]3[CH:31]=[CH:30][CH:29]=[CH:28][N:27]=3)=[CH:24][C:23]([C:32]([N:34]3[CH2:38][CH2:37][CH2:36][N:35]3[S:9]([CH3:8])(=[O:11])=[O:10])=[O:33])=[N:22]2)=[CH:17][CH:16]=1. The yield is 0.670. (4) The reactants are C[O:2][C:3](=O)[C:4]1[CH:9]=[C:8]([F:10])[C:7]([F:11])=[CH:6][C:5]=1[Br:12].[H-].C([Al+]CC(C)C)C(C)C. The catalyst is C1(C)C=CC=CC=1. The product is [Br:12][C:5]1[CH:6]=[C:7]([F:11])[C:8]([F:10])=[CH:9][C:4]=1[CH2:3][OH:2]. The yield is 0.900. (5) The reactants are Cl[C:2]1[N:7]=[C:6]([NH:8][C:9]2[CH:14]=[CH:13][C:12]3[O:15][CH2:16][CH2:17][O:18][C:11]=3[CH:10]=2)[C:5]([F:19])=[CH:4][N:3]=1.C(N(CC)C(C)C)(C)C.[CH2:29]([O:35][C:36]1[CH:42]=[CH:41][C:39]([NH2:40])=[CH:38][CH:37]=1)[CH2:30][CH2:31][CH2:32][CH2:33][CH3:34]. The catalyst is C(O)CO. The product is [CH2:17]1[CH2:16][O:15][C:12]2[CH:13]=[CH:14][C:9]([NH:8][C:6]3[C:5]([F:19])=[CH:4][N:3]=[C:2]([NH:40][C:39]4[CH:38]=[CH:37][C:36]([O:35][CH2:29][CH2:30][CH2:31][CH2:32][CH2:33][CH3:34])=[CH:42][CH:41]=4)[N:7]=3)=[CH:10][C:11]=2[O:18]1. The yield is 0.230. (6) The reactants are [CH3:1][C:2]1[NH:3][C:4]2[C:9]([CH:10]=1)=[CH:8][CH:7]=[C:6]([N+:11]([O-:13])=[O:12])[CH:5]=2.C[Si](C)(C)[N-][Si](C)(C)C.[Na+].I[CH2:25][CH3:26].C(OCC)(=O)C. The catalyst is CN(C=O)C. The product is [CH2:25]([N:3]1[C:4]2[C:9](=[CH:8][CH:7]=[C:6]([N+:11]([O-:13])=[O:12])[CH:5]=2)[CH:10]=[C:2]1[CH3:1])[CH3:26]. The yield is 1.00. (7) The catalyst is ClCCCl.C(Cl)Cl. The reactants are [Br:1][C:2]1[CH:7]=[CH:6][C:5]([C@@H:8]([NH2:13])[C:9]([F:12])([F:11])[F:10])=[CH:4][CH:3]=1.Cl.CCN(C(C)C)C(C)C.CC(O)=O.O=[C:29]1[CH2:34][CH2:33][CH2:32][C@@H:31]([NH:35][C:36](=[O:42])[O:37][C:38]([CH3:41])([CH3:40])[CH3:39])[CH2:30]1.[BH-](OC(C)=O)(OC(C)=O)OC(C)=O.[Na+].C([O-])(O)=O.[Na+]. The yield is 0.480. The product is [Br:1][C:2]1[CH:7]=[CH:6][C:5]([C@@H:8]([NH:13][C@H:29]2[CH2:34][CH2:33][CH2:32][C@@H:31]([NH:35][C:36](=[O:42])[O:37][C:38]([CH3:40])([CH3:39])[CH3:41])[CH2:30]2)[C:9]([F:11])([F:12])[F:10])=[CH:4][CH:3]=1. (8) The reactants are [O:1]1[C:10]2[C:5](=[CH:6][CH:7]=[C:8]([OH:11])[CH:9]=2)[CH2:4][CH2:3][CH2:2]1.C([Mg]Cl)(C)C.[C:17]1([CH:23]([C:35]2[CH:40]=[CH:39][CH:38]=[CH:37][CH:36]=2)[N:24]2[C:32]3[C:27](=[CH:28][CH:29]=[CH:30][CH:31]=3)[C:26](=[O:33])[C:25]2=[O:34])[CH:22]=[CH:21][CH:20]=[CH:19][CH:18]=1. The catalyst is O1CCCC1.ClCCl.[Cl-].[NH4+]. The product is [C:35]1([CH:23]([C:17]2[CH:22]=[CH:21][CH:20]=[CH:19][CH:18]=2)[N:24]2[C:32]3[C:27](=[CH:28][CH:29]=[CH:30][CH:31]=3)[C:26]([OH:33])([C:7]3[CH:6]=[C:5]4[C:10](=[CH:9][C:8]=3[OH:11])[O:1][CH2:2][CH2:3][CH2:4]4)[C:25]2=[O:34])[CH:36]=[CH:37][CH:38]=[CH:39][CH:40]=1. The yield is 0.810.